From a dataset of Forward reaction prediction with 1.9M reactions from USPTO patents (1976-2016). Predict the product of the given reaction. (1) Given the reactants C[O:2][C:3](=[O:34])[C:4]1[CH:9]=[CH:8][C:7]([O:10][CH2:11][CH:12]([C:19]2[N:20]([C:27]3[CH:32]=[CH:31][C:30]([Cl:33])=[CH:29][CH:28]=3)[N:21]=[C:22]3[CH2:26][CH2:25][CH2:24][C:23]=23)[CH:13]2[CH2:18][CH2:17][CH2:16][CH2:15][CH2:14]2)=[N:6][CH:5]=1.[OH-].[Na+], predict the reaction product. The product is: [Cl:33][C:30]1[CH:31]=[CH:32][C:27]([N:20]2[C:19]([CH:12]([CH:13]3[CH2:14][CH2:15][CH2:16][CH2:17][CH2:18]3)[CH2:11][O:10][C:7]3[CH:8]=[CH:9][C:4]([C:3]([OH:34])=[O:2])=[CH:5][N:6]=3)=[C:23]3[CH2:24][CH2:25][CH2:26][C:22]3=[N:21]2)=[CH:28][CH:29]=1. (2) Given the reactants [N+:1]([C:4]1[CH:5]=[C:6]([CH2:10][C:11]([NH:13][C@H:14]([C:16]([OH:18])=O)[CH3:15])=[O:12])[CH:7]=[CH:8][CH:9]=1)([O-:3])=[O:2].Cl.[NH2:20][C@@H:21]([CH2:26][CH3:27])[C:22]([O:24][CH3:25])=[O:23], predict the reaction product. The product is: [N+:1]([C:4]1[CH:5]=[C:6]([CH2:10][C:11]([NH:13][C@H:14]([C:16]([NH:20][C@@H:21]([CH2:26][CH3:27])[C:22]([O:24][CH3:25])=[O:23])=[O:18])[CH3:15])=[O:12])[CH:7]=[CH:8][CH:9]=1)([O-:3])=[O:2]. (3) Given the reactants [C:1]1([CH:11]=O)[C:10]2[C:5](=[CH:6][CH:7]=[CH:8][CH:9]=2)[CH:4]=[CH:3][CH:2]=1.[CH:13]1([CH2:16][NH2:17])[CH2:15][CH2:14]1.[Cl:18][C:19]1[CH:27]=[C:26]2[C:22]([CH:23]=[CH:24][NH:25]2)=[CH:21][CH:20]=1, predict the reaction product. The product is: [Cl:18][C:19]1[CH:27]=[C:26]2[C:22]([C:23]([CH:11]([NH:17][CH2:16][CH:13]3[CH2:15][CH2:14]3)[C:1]3[C:10]4[C:5](=[CH:6][CH:7]=[CH:8][CH:9]=4)[CH:4]=[CH:3][CH:2]=3)=[CH:24][NH:25]2)=[CH:21][CH:20]=1. (4) Given the reactants Br[C:2]1[C:3]([C:25]2[CH:30]=[CH:29][N:28]=[CH:27][CH:26]=2)=[C:4]([C:17]2[CH:22]=[CH:21][C:20]([F:23])=[C:19]([F:24])[CH:18]=2)[N:5]([Si](C(C)C)(C(C)C)C(C)C)[CH:6]=1.[CH2:31]([C:33]1[CH:38]=[CH:37][C:36]([C@H:39]2[CH2:47][N:46]3[C@H:41]([CH2:42][C:43](=O)[CH2:44][CH2:45]3)[CH2:40]2)=[CH:35][CH:34]=1)[CH3:32].C(OCC)(=O)C.CO, predict the reaction product. The product is: [CH2:31]([C:33]1[CH:34]=[CH:35][C:36]([C@H:39]2[CH2:47][N:46]3[C@H:41]([CH:42]=[C:43]([C:2]4[C:3]([C:25]5[CH:30]=[CH:29][N:28]=[CH:27][CH:26]=5)=[C:4]([C:17]5[CH:22]=[CH:21][C:20]([F:23])=[C:19]([F:24])[CH:18]=5)[NH:5][CH:6]=4)[CH2:44][CH2:45]3)[CH2:40]2)=[CH:37][CH:38]=1)[CH3:32]. (5) Given the reactants Cl.[Br:2][C:3]1[CH:4]=[C:5]2[C:10](=[CH:11][CH:12]=1)[N:9]=[CH:8][CH:7]=[C:6]2Cl.[I-:14].[Na+].C(#N)CC.S([O-])([O-])=O.[Na+].[Na+], predict the reaction product. The product is: [Br:2][C:3]1[CH:4]=[C:5]2[C:10](=[CH:11][CH:12]=1)[N:9]=[CH:8][CH:7]=[C:6]2[I:14]. (6) Given the reactants [CH3:1][O:2][Si:3]([O:8][CH3:9])([O:6][CH3:7])[O:4][CH3:5].[NH2:10][CH2:11][CH2:12][CH2:13][Si:14]([O:21][CH2:22][CH3:23])([O:18][CH2:19][CH3:20])[O:15][CH2:16][CH3:17], predict the reaction product. The product is: [CH3:1][O:2][Si:3]([O:8][CH3:9])([O:6][CH3:7])[O:4][CH3:5].[NH2:10][CH2:11][CH2:12][CH2:13][Si:14]([O:21][CH2:22][CH3:23])([O:15][CH2:16][CH3:17])[O:18][CH2:19][CH3:20].